Dataset: Reaction yield outcomes from USPTO patents with 853,638 reactions. Task: Predict the reaction yield, written as a fraction of the theoretical maximum amount of product (1.0 means a 100% yield; for example, 0.34 means a 34% yield). (1) The reactants are [CH2:1]([N:3]1[CH:7]=[C:6]([C:8]2[CH:13]=[CH:12][N:11]=[C:10]3[NH:14][C:15]([C:17]4[CH:22]=[CH:21][CH:20]=[C:19]([CH2:23][CH2:24]O)[CH:18]=4)=[CH:16][C:9]=23)[C:5]([C:26]2[CH:31]=[CH:30][C:29]([NH:32][C:33](=[O:37])[N:34]([CH3:36])[CH3:35])=[CH:28][CH:27]=2)=[N:4]1)[CH3:2].[CH3:38][CH2:39][N:40](CC)[CH2:41][CH3:42].N1CCCC1. The catalyst is C(Cl)Cl. The product is [CH2:1]([N:3]1[CH:7]=[C:6]([C:8]2[CH:13]=[CH:12][N:11]=[C:10]3[NH:14][C:15]([C:17]4[CH:22]=[CH:21][CH:20]=[C:19]([CH2:23][CH2:24][N:40]5[CH2:41][CH2:42][CH2:38][CH2:39]5)[CH:18]=4)=[CH:16][C:9]=23)[C:5]([C:26]2[CH:27]=[CH:28][C:29]([NH:32][C:33](=[O:37])[N:34]([CH3:36])[CH3:35])=[CH:30][CH:31]=2)=[N:4]1)[CH3:2]. The yield is 0.250. (2) The reactants are [CH3:1][O:2][C:3](=[O:22])[C:4]1[CH:9]=[CH:8][C:7]([NH:10][CH:11]2[CH2:16][CH2:15][CH2:14][CH2:13][CH:12]2[CH2:17][CH3:18])=[C:6]([N+:19]([O-])=O)[CH:5]=1. The catalyst is CO.[Pd]. The product is [CH3:1][O:2][C:3](=[O:22])[C:4]1[CH:9]=[CH:8][C:7]([NH:10][CH:11]2[CH2:16][CH2:15][CH2:14][CH2:13][CH:12]2[CH2:17][CH3:18])=[C:6]([NH2:19])[CH:5]=1. The yield is 1.00.